Dataset: Full USPTO retrosynthesis dataset with 1.9M reactions from patents (1976-2016). Task: Predict the reactants needed to synthesize the given product. (1) Given the product [C:12]([O:16][C:17](=[O:30])[NH:18][CH2:19][CH2:20][CH2:21][NH:22][C:23]1[S:24][C:5]([C:4](=[O:7])[C:3]2[CH:8]=[CH:9][CH:10]=[CH:11][C:2]=2[CH3:1])=[CH:26][N:25]=1)([CH3:13])([CH3:15])[CH3:14], predict the reactants needed to synthesize it. The reactants are: [CH3:1][C:2]1[CH:11]=[CH:10][CH:9]=[CH:8][C:3]=1[C:4](=[O:7])[CH2:5]Br.[C:12]([O:16][C:17](=[O:30])[NH:18][CH2:19][CH2:20][CH2:21][NH:22][C:23]([N:25]=[CH:26]N(C)C)=[S:24])([CH3:15])([CH3:14])[CH3:13].CCN(CC)CC. (2) Given the product [CH2:16]([NH:19][C:20]1[N:21]=[C:22]([NH:30][C:9]([O:11][C:12]([CH3:13])([CH3:14])[CH3:15])=[O:10])[C:23]2[S:28][CH:27]=[C:26]([CH3:29])[C:24]=2[N:25]=1)[CH:17]=[CH2:18], predict the reactants needed to synthesize it. The reactants are: [C:12]([O:11][C:9](O[C:9]([O:11][C:12]([CH3:15])([CH3:14])[CH3:13])=[O:10])=[O:10])([CH3:15])([CH3:14])[CH3:13].[CH2:16]([NH:19][C:20]1[N:21]=[C:22]([NH2:30])[C:23]2[S:28][CH:27]=[C:26]([CH3:29])[C:24]=2[N:25]=1)[CH:17]=[CH2:18].C(O)(C)(C)C.C(OCC)(=O)C.CCCCCC. (3) Given the product [C:17]([O:21][C:22](=[O:47])[CH2:23][N:24]1[C:28]2[CH:29]=[CH:30][C:31]([N:33]([CH2:5][C:4]3[CH:7]=[CH:8][CH:9]=[CH:10][C:3]=3[C:1]#[N:2])[S:34]([C:37]3[CH:38]=[CH:39][C:40]([F:43])=[CH:41][CH:42]=3)(=[O:35])=[O:36])=[CH:32][C:27]=2[N:26]=[C:25]1[CH2:44][CH2:45][CH3:46])([CH3:20])([CH3:19])[CH3:18], predict the reactants needed to synthesize it. The reactants are: [C:1]([C:3]1[CH:10]=[CH:9][CH:8]=[CH:7][C:4]=1[CH2:5]Br)#[N:2].C([O-])([O-])=O.[K+].[K+].[C:17]([O:21][C:22](=[O:47])[CH2:23][N:24]1[C:28]2[CH:29]=[CH:30][C:31]([NH:33][S:34]([C:37]3[CH:42]=[CH:41][C:40]([F:43])=[CH:39][CH:38]=3)(=[O:36])=[O:35])=[CH:32][C:27]=2[N:26]=[C:25]1[CH2:44][CH2:45][CH3:46])([CH3:20])([CH3:19])[CH3:18]. (4) Given the product [CH2:33]([O:32][C:29]1[CH:30]=[CH:31][C:26]([C@@H:24]([OH:25])[C@@H:23]([NH:22][CH2:21][CH2:20][O:19][C:16]2[CH:17]=[CH:18][C:13]([C:10]3[CH:11]=[CH:12][C:7]([O:6][CH2:5][C:4]([OH:46])=[O:3])=[CH:8][CH:9]=3)=[CH:14][CH:15]=2)[CH3:45])=[CH:27][C:28]=1[NH:40][S:41]([CH3:44])(=[O:42])=[O:43])[C:34]1[CH:39]=[CH:38][CH:37]=[CH:36][CH:35]=1, predict the reactants needed to synthesize it. The reactants are: C([O:3][C:4](=[O:46])[CH2:5][O:6][C:7]1[CH:12]=[CH:11][C:10]([C:13]2[CH:18]=[CH:17][C:16]([O:19][CH2:20][CH2:21][NH:22][C@@H:23]([CH3:45])[C@@H:24]([C:26]3[CH:31]=[CH:30][C:29]([O:32][CH2:33][C:34]4[CH:39]=[CH:38][CH:37]=[CH:36][CH:35]=4)=[C:28]([NH:40][S:41]([CH3:44])(=[O:43])=[O:42])[CH:27]=3)[OH:25])=[CH:15][CH:14]=2)=[CH:9][CH:8]=1)C.[OH-].[Na+].Cl. (5) Given the product [Cl:17][C:18]1[CH:19]=[C:20]([NH:34][C:2]2[C:11]3[C:6](=[CH:7][C:8]([F:14])=[C:9]([O:12][CH3:13])[CH:10]=3)[N:5]=[CH:4][C:3]=2[C:15]#[N:16])[CH:21]=[CH:22][C:23]=1[S:24][C:25]1[N:26]([CH2:32][CH3:33])[C:27]([CH3:31])=[C:28]([CH3:30])[N:29]=1, predict the reactants needed to synthesize it. The reactants are: Cl[C:2]1[C:11]2[C:6](=[CH:7][C:8]([F:14])=[C:9]([O:12][CH3:13])[CH:10]=2)[N:5]=[CH:4][C:3]=1[C:15]#[N:16].[Cl:17][C:18]1[CH:19]=[C:20]([NH2:34])[CH:21]=[CH:22][C:23]=1[S:24][C:25]1[N:26]([CH2:32][CH3:33])[C:27]([CH3:31])=[C:28]([CH3:30])[N:29]=1.Cl.N1C=CC=CC=1. (6) Given the product [NH2:8][C:9]1[N:10]=[CH:11][C:12]([O:15][CH2:16][CH2:17][S:18][CH3:19])=[CH:13][N:14]=1, predict the reactants needed to synthesize it. The reactants are: COC1C=CC(C[NH:8][C:9]2[N:14]=[CH:13][C:12]([O:15][CH2:16][CH2:17][S:18][CH3:19])=[CH:11][N:10]=2)=CC=1. (7) Given the product [F:1][CH2:2][CH2:3][NH:4][CH:5]([C:8]1[C:9]([C:29]([F:31])([F:32])[F:30])=[N:10][N:11]([CH2:13][C:14]([NH:16][C:17]2[S:21][C:20]3[CH2:22][CH2:23][CH2:24][CH2:25][C:19]=3[C:18]=2[C:26]([NH2:28])=[O:27])=[O:15])[CH:12]=1)[CH3:6], predict the reactants needed to synthesize it. The reactants are: [F:1][CH2:2][CH2:3][NH2:4].[C:5]([C:8]1[C:9]([C:29]([F:32])([F:31])[F:30])=[N:10][N:11]([CH2:13][C:14]([NH:16][C:17]2[S:21][C:20]3[CH2:22][CH2:23][CH2:24][CH2:25][C:19]=3[C:18]=2[C:26]([NH2:28])=[O:27])=[O:15])[CH:12]=1)(=O)[CH3:6].C([BH3-])#N.[Na+]. (8) Given the product [C:1]([C:5]1[N:10]=[C:9]([N:11]2[CH2:12][CH2:13][N:14]([CH2:17][CH2:18][CH2:19][CH2:20][NH:21][C:31]([N:47]3[CH2:48][CH2:49][N:44]([C:38]4[CH:43]=[CH:42][CH:41]=[CH:40][CH:39]=4)[CH2:45][CH2:46]3)=[O:32])[CH2:15][CH2:16]2)[CH:8]=[C:7]([C:22]([CH3:25])([CH3:24])[CH3:23])[N:6]=1)([CH3:4])([CH3:3])[CH3:2], predict the reactants needed to synthesize it. The reactants are: [C:1]([C:5]1[N:10]=[C:9]([N:11]2[CH2:16][CH2:15][N:14]([CH2:17][CH2:18][CH2:19][CH2:20][NH2:21])[CH2:13][CH2:12]2)[CH:8]=[C:7]([C:22]([CH3:25])([CH3:24])[CH3:23])[N:6]=1)([CH3:4])([CH3:3])[CH3:2].C1N=CN([C:31](N2C=NC=C2)=[O:32])C=1.[C:38]1([N:44]2[CH2:49][CH2:48][NH:47][CH2:46][CH2:45]2)[CH:43]=[CH:42][CH:41]=[CH:40][CH:39]=1. (9) Given the product [S:24]1[CH:25]=[CH:26][N:27]=[C:23]1[O:22][CH2:21][CH2:20][OH:19], predict the reactants needed to synthesize it. The reactants are: C1(C)C=CC(S(O)(=O)=O)=CC=1.[Si]([O:19][CH2:20][CH2:21][O:22][C:23]1[S:24][CH:25]=[CH:26][N:27]=1)(C(C)(C)C)(C)C.C([O-])(O)=O.[Na+].